This data is from Catalyst prediction with 721,799 reactions and 888 catalyst types from USPTO. The task is: Predict which catalyst facilitates the given reaction. (1) Reactant: [Cl:1][C:2]1[CH:3]=[C:4]([CH:18]=[C:19]([Cl:23])[C:20]=1[O:21]C)[C:5]([N:7]1[C:11]2[CH:12]=[CH:13][CH:14]=[CH:15][C:10]=2[S:9](=[O:17])(=[O:16])[CH2:8]1)=[O:6].[Cl-].[Li+].Cl. Product: [Cl:1][C:2]1[CH:3]=[C:4]([CH:18]=[C:19]([Cl:23])[C:20]=1[OH:21])[C:5]([N:7]1[C:11]2[CH:12]=[CH:13][CH:14]=[CH:15][C:10]=2[S:9](=[O:16])(=[O:17])[CH2:8]1)=[O:6]. The catalyst class is: 9. (2) Reactant: [Cl:1][C:2]1[CH:7]=[CH:6][C:5]([N:8]2[CH:12]=[C:11]([C:13]([O:15]CC)=[O:14])[N:10]=[C:9]2[CH2:18][CH2:19][CH3:20])=[CH:4][CH:3]=1.O.[OH-].[Li+]. Product: [Cl:1][C:2]1[CH:3]=[CH:4][C:5]([N:8]2[CH:12]=[C:11]([C:13]([OH:15])=[O:14])[N:10]=[C:9]2[CH2:18][CH2:19][CH3:20])=[CH:6][CH:7]=1. The catalyst class is: 20.